This data is from Full USPTO retrosynthesis dataset with 1.9M reactions from patents (1976-2016). The task is: Predict the reactants needed to synthesize the given product. (1) The reactants are: [NH2:1][C:2]1[CH:3]=[C:4]([CH:8]=[CH:9][CH:10]=1)[C:5]([OH:7])=[O:6].[Br:11][C:12]1[CH:17]=[CH:16][CH:15]=[CH:14][C:13]=1[N:18]=[C:19]=[O:20]. Given the product [C:5]([C:4]1[CH:3]=[C:2]([NH:1][C:19]([NH:18][C:13]2[CH:14]=[CH:15][CH:16]=[CH:17][C:12]=2[Br:11])=[O:20])[CH:10]=[CH:9][CH:8]=1)([OH:7])=[O:6], predict the reactants needed to synthesize it. (2) The reactants are: [CH3:1][O:2][C:3]1[CH:8]=[CH:7][C:6]([C:9]2[S:13][C:12]3[CH:14]=[C:15]([O:18][CH3:19])[CH:16]=[CH:17][C:11]=3[CH:10]=2)=[CH:5][CH:4]=1.[CH3:20][O:21][C:22]1[CH:23]=[C:24]([CH2:32][CH2:33][C:34](Cl)=[O:35])[CH:25]=[C:26]([O:30][CH3:31])[C:27]=1[O:28][CH3:29].[Al+3].[Cl-].[Cl-].[Cl-].O. Given the product [CH3:31][O:30][C:26]1[CH:25]=[C:24]([CH2:32][CH2:33][C:34]([C:10]2[C:11]3[CH:17]=[CH:16][C:15]([O:18][CH3:19])=[CH:14][C:12]=3[S:13][C:9]=2[C:6]2[CH:7]=[CH:8][C:3]([O:2][CH3:1])=[CH:4][CH:5]=2)=[O:35])[CH:23]=[C:22]([O:21][CH3:20])[C:27]=1[O:28][CH3:29], predict the reactants needed to synthesize it.